This data is from Forward reaction prediction with 1.9M reactions from USPTO patents (1976-2016). The task is: Predict the product of the given reaction. (1) Given the reactants [OH-].[Li+].[Cl:3][C:4]1[S:8][C:7]([C:9]2[N:10]=[C:11]([N:18]3[C:26]4[C:21](=[CH:22][C:23]([C:27]([O:29]C)=[O:28])=[CH:24][CH:25]=4)[CH2:20][CH2:19]3)[C:12]3[CH2:17][CH2:16][CH2:15][C:13]=3[N:14]=2)=[CH:6][CH:5]=1, predict the reaction product. The product is: [Cl:3][C:4]1[S:8][C:7]([C:9]2[N:10]=[C:11]([N:18]3[C:26]4[C:21](=[CH:22][C:23]([C:27]([OH:29])=[O:28])=[CH:24][CH:25]=4)[CH2:20][CH2:19]3)[C:12]3[CH2:17][CH2:16][CH2:15][C:13]=3[N:14]=2)=[CH:6][CH:5]=1. (2) Given the reactants Cl.[Cl:2][CH2:3][C:4]1[CH:13]=[CH:12][C:11]2[C:6](=[CH:7][CH:8]=[CH:9][CH:10]=2)[N:5]=1.C([O-])(O)=O.[Na+], predict the reaction product. The product is: [Cl:2][CH2:3][C:4]1[CH:13]=[CH:12][C:11]2[C:6](=[CH:7][CH:8]=[CH:9][CH:10]=2)[N:5]=1. (3) Given the reactants Br[C:2]1[CH:7]=[CH:6][N:5]2[C:8]3[CH:14]=[CH:13][CH:12]=[CH:11][C:9]=3[N:10]=[C:4]2[N:3]=1.Cl.[F:16][CH:17]1[CH2:22][CH2:21][NH:20][CH2:19][CH2:18]1.C(N(CC)CC)C, predict the reaction product. The product is: [F:16][CH:17]1[CH2:22][CH2:21][N:20]([C:2]2[CH:7]=[CH:6][N:5]3[C:8]4[CH:14]=[CH:13][CH:12]=[CH:11][C:9]=4[N:10]=[C:4]3[N:3]=2)[CH2:19][CH2:18]1. (4) Given the reactants [NH2:1][CH:2]1[CH2:11][CH2:10][C:9]2[CH:8]=[C:7]([C@H:12]3[CH2:21][CH2:20][C@@:14]4([NH:18]C(=O)[O:16][CH2:15]4)[CH2:13]3)[CH:6]=[CH:5][C:4]=2[CH2:3]1.[OH-].[Na+], predict the reaction product. The product is: [NH2:18][C@:14]1([CH2:15][OH:16])[CH2:20][CH2:21][C@H:12]([C:7]2[CH:6]=[CH:5][C:4]3[CH2:3][CH:2]([NH2:1])[CH2:11][CH2:10][C:9]=3[CH:8]=2)[CH2:13]1. (5) Given the reactants Br[C:2]1[CH:6]=[CH:5][N:4]([C:7]([O:9][C:10]([CH3:13])([CH3:12])[CH3:11])=[O:8])[C:3]=1[C:14]([O:16][CH3:17])=[O:15].C([O-])([O-])=O.[K+].[K+].[C:24]1(B(O)O)[CH:29]=[CH:28][CH:27]=[CH:26][CH:25]=1, predict the reaction product. The product is: [C:24]1([C:2]2[CH:6]=[CH:5][N:4]([C:7]([O:9][C:10]([CH3:13])([CH3:12])[CH3:11])=[O:8])[C:3]=2[C:14]([O:16][CH3:17])=[O:15])[CH:29]=[CH:28][CH:27]=[CH:26][CH:25]=1. (6) Given the reactants [CH:1]([C:4]1[C:12]2[C:7](=[CH:8][CH:9]=[C:10]([O:13][C:14]3[C:19]([CH3:20])=[CH:18][C:17]([NH:21][CH2:22][C:23]([O:25]CC)=[O:24])=[CH:16][C:15]=3[CH3:28])[CH:11]=2)[NH:6][CH:5]=1)([CH3:3])[CH3:2].Cl, predict the reaction product. The product is: [CH:1]([C:4]1[C:12]2[C:7](=[CH:8][CH:9]=[C:10]([O:13][C:14]3[C:19]([CH3:20])=[CH:18][C:17]([NH:21][CH2:22][C:23]([OH:25])=[O:24])=[CH:16][C:15]=3[CH3:28])[CH:11]=2)[NH:6][CH:5]=1)([CH3:3])[CH3:2]. (7) The product is: [CH2:17]([C:19]1[CH:24]=[C:23]([CH3:25])[CH:22]=[C:21]([CH2:26][CH3:27])[C:20]=1[CH2:28][C:29]([N:8]([CH3:7])[N:9]=[C:10]([CH3:16])[C:11]([O:13][CH2:14][CH3:15])=[O:12])=[O:30])[CH3:18]. Given the reactants C(=O)([O-])[O-].[K+].[K+].[CH3:7][NH:8][N:9]=[C:10]([CH3:16])[C:11]([O:13][CH2:14][CH3:15])=[O:12].[CH2:17]([C:19]1[CH:24]=[C:23]([CH3:25])[CH:22]=[C:21]([CH2:26][CH3:27])[C:20]=1[CH2:28][C:29](Cl)=[O:30])[CH3:18].C(OCC)(=O)C, predict the reaction product.